This data is from hERG potassium channel inhibition data for cardiac toxicity prediction from Karim et al.. The task is: Regression/Classification. Given a drug SMILES string, predict its toxicity properties. Task type varies by dataset: regression for continuous values (e.g., LD50, hERG inhibition percentage) or binary classification for toxic/non-toxic outcomes (e.g., AMES mutagenicity, cardiotoxicity, hepatotoxicity). Dataset: herg_karim. The drug is CC(=O)c1cccc(-c2ccc([C@H]3COC[C@H]3NS(=O)(=O)C(C)C)cc2)c1. The result is 0 (non-blocker).